From a dataset of Forward reaction prediction with 1.9M reactions from USPTO patents (1976-2016). Predict the product of the given reaction. The product is: [CH:14]([NH:13][C:11]([C:10]1[C:4]2[C:5](=[N:6][CH:7]=[C:2]([C:28]3[C:29]4[C:34](=[CH:33][CH:32]=[C:31]([O:35][C:36]([F:37])([F:39])[F:38])[CH:30]=4)[N:26]([CH3:25])[N:27]=3)[N:3]=2)[N:8]([CH2:17][O:18][CH2:19][CH2:20][Si:21]([CH3:24])([CH3:23])[CH3:22])[CH:9]=1)=[O:12])([CH3:16])[CH3:15]. Given the reactants Br[C:2]1[N:3]=[C:4]2[C:10]([C:11]([NH:13][CH:14]([CH3:16])[CH3:15])=[O:12])=[CH:9][N:8]([CH2:17][O:18][CH2:19][CH2:20][Si:21]([CH3:24])([CH3:23])[CH3:22])[C:5]2=[N:6][CH:7]=1.[CH3:25][N:26]1[C:34]2[C:29](=[CH:30][C:31]([O:35][C:36]([F:39])([F:38])[F:37])=[CH:32][CH:33]=2)[C:28]([Sn](CCCC)(CCCC)CCCC)=[N:27]1, predict the reaction product.